Dataset: NCI-60 drug combinations with 297,098 pairs across 59 cell lines. Task: Regression. Given two drug SMILES strings and cell line genomic features, predict the synergy score measuring deviation from expected non-interaction effect. (1) Drug 1: CNC(=O)C1=CC=CC=C1SC2=CC3=C(C=C2)C(=NN3)C=CC4=CC=CC=N4. Drug 2: C#CCC(CC1=CN=C2C(=N1)C(=NC(=N2)N)N)C3=CC=C(C=C3)C(=O)NC(CCC(=O)O)C(=O)O. Cell line: MALME-3M. Synergy scores: CSS=-1.55, Synergy_ZIP=-1.19, Synergy_Bliss=-5.33, Synergy_Loewe=-6.77, Synergy_HSA=-5.98. (2) Drug 1: CN(CC1=CN=C2C(=N1)C(=NC(=N2)N)N)C3=CC=C(C=C3)C(=O)NC(CCC(=O)O)C(=O)O. Drug 2: CN(C(=O)NC(C=O)C(C(C(CO)O)O)O)N=O. Cell line: OVCAR-5. Synergy scores: CSS=18.9, Synergy_ZIP=2.24, Synergy_Bliss=2.66, Synergy_Loewe=-28.4, Synergy_HSA=-0.460. (3) Drug 1: CN(C)C1=NC(=NC(=N1)N(C)C)N(C)C. Drug 2: CC1=C(C(=O)C2=C(C1=O)N3CC4C(C3(C2COC(=O)N)OC)N4)N. Cell line: HCT116. Synergy scores: CSS=36.6, Synergy_ZIP=1.20, Synergy_Bliss=-1.07, Synergy_Loewe=-42.9, Synergy_HSA=-0.513. (4) Cell line: HOP-92. Drug 2: C1CN(CCN1C(=O)CCBr)C(=O)CCBr. Synergy scores: CSS=11.1, Synergy_ZIP=-1.91, Synergy_Bliss=0.790, Synergy_Loewe=0.429, Synergy_HSA=0.252. Drug 1: CN(C)C1=NC(=NC(=N1)N(C)C)N(C)C. (5) Cell line: SK-MEL-5. Synergy scores: CSS=39.5, Synergy_ZIP=-7.57, Synergy_Bliss=-12.7, Synergy_Loewe=-13.9, Synergy_HSA=-8.93. Drug 2: CN(C(=O)NC(C=O)C(C(C(CO)O)O)O)N=O. Drug 1: C1=C(C(=O)NC(=O)N1)F. (6) Drug 1: CCC(=C(C1=CC=CC=C1)C2=CC=C(C=C2)OCCN(C)C)C3=CC=CC=C3.C(C(=O)O)C(CC(=O)O)(C(=O)O)O. Drug 2: C1CN(CCN1C(=O)CCBr)C(=O)CCBr. Cell line: HL-60(TB). Synergy scores: CSS=67.7, Synergy_ZIP=-2.07, Synergy_Bliss=-0.729, Synergy_Loewe=-9.20, Synergy_HSA=0.567.